Dataset: HIV replication inhibition screening data with 41,000+ compounds from the AIDS Antiviral Screen. Task: Binary Classification. Given a drug SMILES string, predict its activity (active/inactive) in a high-throughput screening assay against a specified biological target. (1) The drug is O=c1[nH]c2cn(-c3ccccc3)nc2c(=O)n1O. The result is 0 (inactive). (2) The molecule is CCOC(=O)c1c(C=NNc2ccccc2)nc2ccccc2c1-c1ccccc1. The result is 0 (inactive).